From a dataset of Reaction yield outcomes from USPTO patents with 853,638 reactions. Predict the reaction yield, written as a fraction of the theoretical maximum amount of product (1.0 means a 100% yield; for example, 0.34 means a 34% yield). (1) The reactants are C([O:5][C:6]([C:8]1[C:13]([O:14][CH2:15][C:16]2[CH:21]=[CH:20][CH:19]=[CH:18][CH:17]=2)=[C:12]([OH:22])[N:11]=[C:10]([CH2:23][C:24]2[CH:29]=[CH:28][CH:27]=[CH:26][C:25]=2[Br:30])[N:9]=1)=[O:7])(C)(C)C.C(OC1C(C(O)=O)=NC(CC2C=CC=C(Cl)C=2Cl)=NC=1O)C1C=CC=CC=1. No catalyst specified. The product is [CH2:15]([O:14][C:13]1[C:8]([C:6]([OH:7])=[O:5])=[N:9][C:10]([CH2:23][C:24]2[CH:29]=[CH:28][CH:27]=[CH:26][C:25]=2[Br:30])=[N:11][C:12]=1[OH:22])[C:16]1[CH:21]=[CH:20][CH:19]=[CH:18][CH:17]=1. The yield is 0.680. (2) The product is [CH3:21][C:22]1[CH:27]=[C:26]([S:28](=[O:30])(=[O:31])[NH2:29])[CH:25]=[CH:24][C:23]=1[NH:32][C:33](=[O:36])[CH2:34][S:7][C:4]1[N:3]([C:8]2[C:9]([CH3:20])=[CH:10][C:11]([CH3:19])=[C:12]3[C:17]=2[N:16]=[C:15]([CH3:18])[CH:14]=[CH:13]3)[C:2]([CH3:1])=[N:6][N:5]=1. The reactants are [CH3:1][C:2]1[N:3]([C:8]2[C:9]([CH3:20])=[CH:10][C:11]([CH3:19])=[C:12]3[C:17]=2[N:16]=[C:15]([CH3:18])[CH:14]=[CH:13]3)[C:4]([SH:7])=[N:5][N:6]=1.[CH3:21][C:22]1[CH:27]=[C:26]([S:28](=[O:31])(=[O:30])[NH2:29])[CH:25]=[CH:24][C:23]=1[NH:32][C:33](=[O:36])[CH2:34]Cl.C(=O)([O-])[O-].[K+].[K+].O. The catalyst is CN(C)C=O. The yield is 0.730. (3) The product is [NH2:18][C:19]1[C:20]([C:21]([C:2]2[CH:7]=[CH:6][CH:5]=[CH:4][C:3]=2[O:8][C:9]([F:12])([F:11])[F:10])=[O:22])=[CH:27][C:28]([Br:31])=[CH:29][N:30]=1. The catalyst is C1COCC1. The yield is 0.520. The reactants are Br[C:2]1[CH:7]=[CH:6][CH:5]=[CH:4][C:3]=1[O:8][C:9]([F:12])([F:11])[F:10].C([Li])CCC.[NH2:18][C:19]1[N:30]=[CH:29][C:28]([Br:31])=[CH:27][C:20]=1[C:21](N(OC)C)=[O:22]. (4) The reactants are [Cl:1][C:2]1[N:7]=[C:6]([NH:8]C(=O)C(C)(C)C)[CH:5]=[CH:4][C:3]=1[CH3:15].C([O-])(O)=O.[Na+]. The catalyst is Cl. The product is [Cl:1][C:2]1[N:7]=[C:6]([NH2:8])[CH:5]=[CH:4][C:3]=1[CH3:15]. The yield is 0.360. (5) The reactants are [NH2:1][C:2]1[CH:7]=[CH:6][CH:5]=[CH:4][C:3]=1[C:8]1[NH:12][C:11]([CH3:13])=[C:10]([C:14]([NH2:16])=[O:15])[CH:9]=1.[F:17][CH:18]1[CH2:23][CH2:22][CH2:21][CH2:20][C:19]1=O.C(O)(=O)C.C(O[BH-](OC(=O)C)OC(=O)C)(=O)C.[Na+]. The catalyst is ClCCl. The product is [F:17][CH:18]1[CH2:23][CH2:22][CH2:21][CH2:20][CH:19]1[NH:1][C:2]1[CH:7]=[CH:6][CH:5]=[CH:4][C:3]=1[C:8]1[NH:12][C:11]([CH3:13])=[C:10]([C:14]([NH2:16])=[O:15])[CH:9]=1. The yield is 0.0400.